From a dataset of Reaction yield outcomes from USPTO patents with 853,638 reactions. Predict the reaction yield, written as a fraction of the theoretical maximum amount of product (1.0 means a 100% yield; for example, 0.34 means a 34% yield). (1) The reactants are [F:1][C:2]1[CH:7]=[CH:6][C:5]([N:8]2[C:13]([CH3:14])=[CH:12][CH:11]=[C:10]([C:15]#N)[C:9]2=[O:17])=[CH:4][C:3]=1[CH3:18].[OH2:19].S(=O)(=O)(O)[OH:21]. No catalyst specified. The product is [F:1][C:2]1[CH:7]=[CH:6][C:5]([N:8]2[C:13]([CH3:14])=[CH:12][CH:11]=[C:10]([C:15]([OH:21])=[O:19])[C:9]2=[O:17])=[CH:4][C:3]=1[CH3:18]. The yield is 0.580. (2) The reactants are [O:1]1[C:5]2[CH:6]=[CH:7][CH:8]=[CH:9][C:4]=2[CH:3]=[C:2]1[C:10]1[C:18]2[C:13](=[CH:14][CH:15]=[C:16]([C:19]([OH:21])=O)[CH:17]=2)[N:12](C2CCCCO2)[N:11]=1.F[P-](F)(F)(F)(F)F.[N:35]1(OC(N(C)C)=[N+](C)C)[C:39]2C=CC=CC=2N=N1.CN. No catalyst specified. The product is [O:1]1[C:5]2[CH:6]=[CH:7][CH:8]=[CH:9][C:4]=2[CH:3]=[C:2]1[C:10]1[C:18]2[C:13](=[CH:14][CH:15]=[C:16]([C:19]([NH:35][CH3:39])=[O:21])[CH:17]=2)[NH:12][N:11]=1. The yield is 0.0600. (3) The reactants are [CH2:1]([O:3][C:4]([C:6]1[CH2:13][C:9]2([CH2:12][CH2:11][CH2:10]2)[O:8][N:7]=1)=[O:5])[CH3:2].CSC.B. The catalyst is O1CCCC1. The product is [CH2:1]([O:3][C:4]([CH:6]1[CH2:13][C:9]2([CH2:10][CH2:11][CH2:12]2)[O:8][NH:7]1)=[O:5])[CH3:2]. The yield is 0.290. (4) The reactants are N[C:2]1[CH:3]=[C:4]([CH:9]=[C:10]([N+:12]([O-:14])=[O:13])[CH:11]=1)[C:5]([O:7][CH3:8])=[O:6].N([O-])=O.[Na+].[BrH:19]. The catalyst is O.[Cu]Br. The product is [Br:19][C:2]1[CH:3]=[C:4]([CH:9]=[C:10]([N+:12]([O-:14])=[O:13])[CH:11]=1)[C:5]([O:7][CH3:8])=[O:6]. The yield is 0.670. (5) The product is [Cl:35][C:21]1[C:22]([NH:24][C:25]2[CH:34]=[CH:33][CH:32]=[CH:31][C:26]=2[C:27]([NH:29][CH3:30])=[O:28])=[N:23][C:18]([NH:16][C:10]2[CH:11]=[C:12]3[C:7](=[CH:8][CH:9]=2)[CH:6]2[CH2:15][CH:13]3[CH2:14][N:4]([CH:1]([CH3:3])[CH3:2])[CH2:5]2)=[N:19][CH:20]=1. The reactants are [CH:1]([N:4]1[CH2:14][CH:13]2[CH2:15][CH:6]([C:7]3[C:12]2=[CH:11][C:10]([NH2:16])=[CH:9][CH:8]=3)[CH2:5]1)([CH3:3])[CH3:2].Cl[C:18]1[N:23]=[C:22]([NH:24][C:25]2[CH:34]=[CH:33][CH:32]=[CH:31][C:26]=2[C:27]([NH:29][CH3:30])=[O:28])[C:21]([Cl:35])=[CH:20][N:19]=1.Cl.O1CCOCC1.[Na]. The catalyst is O. The yield is 0.350.